Task: Predict the product of the given reaction.. Dataset: Forward reaction prediction with 1.9M reactions from USPTO patents (1976-2016) (1) Given the reactants CC1C=CC(S(O[CH2:12][C@@H:13]2[O:18][C:17]3[CH:19]=[C:20]([S:24]([CH3:27])(=[O:26])=[O:25])[CH:21]=[C:22]([Cl:23])[C:16]=3[O:15][CH2:14]2)(=O)=O)=CC=1.[CH3:28][O:29][CH2:30][CH2:31][NH2:32], predict the reaction product. The product is: [Cl:23][C:22]1[C:16]2[O:15][CH2:14][C@H:13]([CH2:12][NH:32][CH2:31][CH2:30][O:29][CH3:28])[O:18][C:17]=2[CH:19]=[C:20]([S:24]([CH3:27])(=[O:25])=[O:26])[CH:21]=1. (2) Given the reactants [CH3:1][CH2:2][C@H:3]1[O:18][C:16](=[O:17])[C@H:15]([CH3:19])[C@@H:14]([O:20][C@@H:21]2[O:26][C@@H:25]([CH3:27])[C@H:24]([OH:28])[C@@:23]([O:30][CH3:31])([CH3:29])[CH2:22]2)[C@H:13]([CH3:32])[C@@H:12]([O:33][C@@H:34]2[O:39][C@H:38]([CH3:40])[CH2:37][C@H:36]([N:41]([CH3:43])[CH3:42])[C@H:35]2[OH:44])[C@@:11]([OH:46])([CH3:45])[CH2:10][C@@H:9]([CH3:47])[CH2:8][N:7](C)[C@H:6]([CH3:49])[C@@H:5]([OH:50])[C@@:4]1([OH:52])[CH3:51].N=O.CC(C)=O.C(O)(=O)CC(CC(O)=O)(C(O)=O)O, predict the reaction product. The product is: [CH3:1][CH2:2][C@H:3]1[O:18][C:16](=[O:17])[C@H:15]([CH3:19])[C@@H:14]([O:20][C@@H:21]2[O:26][C@@H:25]([CH3:27])[C@H:24]([OH:28])[C@@:23]([O:30][CH3:31])([CH3:29])[CH2:22]2)[C@H:13]([CH3:32])[C@@H:12]([O:33][C@@H:34]2[O:39][C@H:38]([CH3:40])[CH2:37][C@H:36]([N:41]([CH3:43])[CH3:42])[C@H:35]2[OH:44])[C@@:11]([OH:46])([CH3:45])[CH2:10][C@@H:9]([CH3:47])[CH2:8][NH:7][C@H:6]([CH3:49])[C@@H:5]([OH:50])[C@@:4]1([OH:52])[CH3:51]. (3) Given the reactants [NH2:1][C:2]1[CH:3]=[C:4]2[C:8](=[CH:9][CH:10]=1)[N:7]([C:11]1[CH:16]=[CH:15][C:14]([NH2:17])=[CH:13][CH:12]=1)[N:6]=[CH:5]2.[CH3:18][N:19]([CH3:29])[C:20]1[CH:28]=[CH:27][C:23]([C:24]([O-:26])=O)=[CH:22][CH:21]=1, predict the reaction product. The product is: [C:24]([NH:17][C:14]1[CH:15]=[CH:16][C:11]([N:7]2[C:8]3[C:4](=[CH:3][C:2]([NH:1][C:24](=[O:26])[C:23]4[CH:22]=[CH:21][C:20]([N:19]([CH3:18])[CH3:29])=[CH:28][CH:27]=4)=[CH:10][CH:9]=3)[CH:5]=[N:6]2)=[CH:12][CH:13]=1)(=[O:26])[C:23]1[CH:27]=[CH:28][CH:20]=[CH:21][CH:22]=1. (4) Given the reactants [NH2:1][C:2]1[CH:3]=[CH:4][C:5]([F:10])=[C:6]([CH:9]=1)[C:7]#[N:8].[Cl:11][S:12]([C:15]1[CH:16]=[C:17]([C:21](Cl)=[O:22])[N:18]([CH3:20])[CH:19]=1)(=[O:14])=[O:13], predict the reaction product. The product is: [C:7]([C:6]1[CH:9]=[C:2]([NH:1][C:21]([C:17]2[N:18]([CH3:20])[CH:19]=[C:15]([S:12]([Cl:11])(=[O:14])=[O:13])[CH:16]=2)=[O:22])[CH:3]=[CH:4][C:5]=1[F:10])#[N:8]. (5) Given the reactants CS(O[CH2:6][CH2:7][N:8]1[CH:12]=[C:11]([C:13]2[CH:18]=[C:17]([C:19]([O:21]C)=[O:20])[CH:16]=[CH:15][N:14]=2)[N:10]=[CH:9]1)(=O)=O.[F:23][C:24]1[CH:25]=[C:26]2[C:30](=[CH:31][CH:32]=1)[NH:29][CH2:28][CH2:27]2, predict the reaction product. The product is: [F:23][C:24]1[CH:25]=[C:26]2[C:30](=[CH:31][CH:32]=1)[N:29]([CH2:6][CH2:7][N:8]1[CH:12]=[C:11]([C:13]3[CH:18]=[C:17]([C:19]([OH:21])=[O:20])[CH:16]=[CH:15][N:14]=3)[N:10]=[CH:9]1)[CH2:28][CH2:27]2. (6) Given the reactants [Mg:1].ClCCl.C[OH:6].[CH3:7][C:8]1[CH:9]=[N:10][C:11]([CH2:17][S+:18]([O-:30])[C:19]2[NH:20][C:21]3[CH:22]=[CH:23][C:24]([O:28][CH3:29])=[CH:25][C:26]=3[N:27]=2)=[C:12]([CH3:16])[C:13]=1[O:14][CH3:15], predict the reaction product. The product is: [CH3:7][C:8]1[C:13]([O:14][CH3:15])=[C:12]([CH3:16])[C:11]([CH2:17][S:18]([C:19]2[N-:20][C:21]3[CH:22]=[CH:23][C:24]([O:28][CH3:29])=[CH:25][C:26]=3[N:27]=2)=[O:30])=[N:10][CH:9]=1.[CH3:7][C:8]1[C:13]([O:14][CH3:15])=[C:12]([CH3:16])[C:11]([CH2:17][S:18]([C:19]2[N-:20][C:21]3[CH:22]=[CH:23][C:24]([O:28][CH3:29])=[CH:25][C:26]=3[N:27]=2)=[O:30])=[N:10][CH:9]=1.[OH2:6].[OH2:14].[OH2:14].[Mg+2:1]. (7) Given the reactants [Cl:1][C:2]1[CH:7]=[CH:6][C:5]([C:8]2([CH2:12][OH:13])[CH2:11][CH2:10][CH2:9]2)=[CH:4][CH:3]=1.[OH-].[Na+].Br[CH2:17][C:18]([O:20][C:21]([CH3:24])([CH3:23])[CH3:22])=[O:19], predict the reaction product. The product is: [Cl:1][C:2]1[CH:3]=[CH:4][C:5]([C:8]2([CH2:12][O:13][CH2:17][C:18]([O:20][C:21]([CH3:24])([CH3:23])[CH3:22])=[O:19])[CH2:11][CH2:10][CH2:9]2)=[CH:6][CH:7]=1.